From a dataset of Catalyst prediction with 721,799 reactions and 888 catalyst types from USPTO. Predict which catalyst facilitates the given reaction. Reactant: [CH3:1][N:2]([C:4]([N:7]([CH3:9])[CH3:8])(Cl)[Cl:5])[CH3:3].[C:10]([B-:12]([C:17]#[N:18])([C:15]#[N:16])[C:13]#[N:14])#[N:11].[K+]. Product: [C:10]([B-:12]([C:17]#[N:18])([C:15]#[N:16])[C:13]#[N:14])#[N:11].[CH3:1][N:2]([C+:4]([N:7]([CH3:9])[CH3:8])[Cl:5])[CH3:3]. The catalyst class is: 6.